This data is from Catalyst prediction with 721,799 reactions and 888 catalyst types from USPTO. The task is: Predict which catalyst facilitates the given reaction. Reactant: [F:1][C:2]1[N:7]=[CH:6][C:5]([C:8](O)([CH3:10])[CH3:9])=[CH:4][CH:3]=1.O. Product: [F:1][C:2]1[CH:3]=[CH:4][C:5]([C:8]([CH3:10])=[CH2:9])=[CH:6][N:7]=1. The catalyst class is: 11.